Dataset: Catalyst prediction with 721,799 reactions and 888 catalyst types from USPTO. Task: Predict which catalyst facilitates the given reaction. (1) Reactant: [Cl:1][C:2]1[CH:7]=[CH:6][C:5]([C:8]2[CH:13]=[CH:12][CH:11]=[C:10]([C:14](OC)=[O:15])[C:9]=2[O:18][CH3:19])=[CH:4][CH:3]=1.[H-].[H-].[H-].[H-].[Li+].[Al+3].[NH4+].[Cl-]. Product: [Cl:1][C:2]1[CH:3]=[CH:4][C:5]([C:8]2[CH:13]=[CH:12][CH:11]=[C:10]([CH2:14][OH:15])[C:9]=2[O:18][CH3:19])=[CH:6][CH:7]=1. The catalyst class is: 20. (2) Reactant: [F:1][C:2]([F:11])([F:10])[C:3]1[CH:4]=[C:5]([CH:7]=[CH:8][CH:9]=1)[NH2:6].Cl[C:13]1[C:22]2[C:21](=[O:23])[NH:20][CH:19]=[N:18][C:17]=2[CH:16]=[C:15]([Cl:24])[N:14]=1. Product: [Cl:24][C:15]1[N:14]=[C:13]([NH:6][C:5]2[CH:7]=[CH:8][CH:9]=[C:3]([C:2]([F:10])([F:11])[F:1])[CH:4]=2)[C:22]2[C:21](=[O:23])[NH:20][CH:19]=[N:18][C:17]=2[CH:16]=1. The catalyst class is: 1. (3) Reactant: [H-].[Na+].[F:3][C:4]1[C:14]2[CH2:13][O:12][C:11]3[CH:15]=[CH:16][CH:17]=[CH:18][C:10]=3[NH:9][C:8]=2[CH:7]=[CH:6][CH:5]=1.Cl[C@@H:20]1[CH2:25][CH2:24][CH2:23][N:22]([CH2:26][CH2:27][C:28]2[CH:33]=[CH:32][C:31]([N:34]([CH3:36])[CH3:35])=[CH:30][CH:29]=2)[CH2:21]1.[Cl-].[Na+].[CH3:39]CCCCC. Product: [F:3][C:4]1[C:14]2[CH2:13][O:12][C:11]3[CH:15]=[CH:16][CH:17]=[CH:18][C:10]=3[N:9]([CH2:39][C@H:23]3[CH2:24][CH2:25][CH2:20][CH2:21][N:22]3[CH2:26][CH2:27][C:28]3[CH:33]=[CH:32][C:31]([N:34]([CH3:36])[CH3:35])=[CH:30][CH:29]=3)[C:8]=2[CH:7]=[CH:6][CH:5]=1. The catalyst class is: 148. (4) Reactant: Cl[CH2:2][CH2:3][O:4][C:5]1[CH:6]=[C:7]([CH:10]=[CH:11][CH:12]=1)[C:8]#[N:9].[NH:13]1[CH:17]=[N:16][C:15]([SH:18])=[N:14]1.C(N(CC)CC)C. Product: [NH:13]1[CH:17]=[N:16][C:15]([S:18][CH2:2][CH2:3][O:4][C:5]2[CH:6]=[C:7]([CH:10]=[CH:11][CH:12]=2)[C:8]#[N:9])=[N:14]1. The catalyst class is: 8. (5) Reactant: [NH2:1][S:2]([C:5]1[CH:10]=[CH:9][C:8]([NH:11][C@@H:12]([CH2:21][S:22][C:23]2[CH:28]=[CH:27][CH:26]=[CH:25][CH:24]=2)[CH2:13][C:14]([O:16]C(C)(C)C)=[O:15])=[C:7]([N+:29]([O-:31])=[O:30])[CH:6]=1)(=[O:4])=[O:3].Cl. Product: [NH2:1][S:2]([C:5]1[CH:10]=[CH:9][C:8]([NH:11][C@@H:12]([CH2:21][S:22][C:23]2[CH:24]=[CH:25][CH:26]=[CH:27][CH:28]=2)[CH2:13][C:14]([OH:16])=[O:15])=[C:7]([N+:29]([O-:31])=[O:30])[CH:6]=1)(=[O:3])=[O:4]. The catalyst class is: 12. (6) Product: [Cl:7][C:8]1[CH:9]=[CH:10][C:11]([C:14]2([C:19]3[CH:20]=[C:21]4[C:22](=[CH:23][CH:24]=3)[NH:25][C:26](=[O:28])[CH:27]=[C:29]4[C:30]3[CH:35]=[CH:34][CH:33]=[C:32]([CH3:36])[CH:31]=3)[O:18][CH2:17][CH2:16][O:15]2)=[CH:12][CH:13]=1. The catalyst class is: 57. Reactant: CC(O)(C)C.[K].[Cl:7][C:8]1[CH:13]=[CH:12][C:11]([C:14]2([C:19]3[CH:24]=[CH:23][C:22]([NH:25][C:26](=[O:28])[CH3:27])=[C:21]([C:29](=O)[C:30]4[CH:35]=[CH:34][CH:33]=[C:32]([CH3:36])[CH:31]=4)[CH:20]=3)[O:18][CH2:17][CH2:16][O:15]2)=[CH:10][CH:9]=1.O.